Dataset: Catalyst prediction with 721,799 reactions and 888 catalyst types from USPTO. Task: Predict which catalyst facilitates the given reaction. (1) Reactant: [Cl:1][C:2]1[C:3]([F:46])=[C:4]([C@@H:8]2[C@:12]([C:15]3[CH:20]=[CH:19][C:18]([Cl:21])=[CH:17][C:16]=3[F:22])([C:13]#[N:14])[C@H:11]([CH2:23][C:24]([CH3:27])([CH3:26])[CH3:25])[NH:10][C@H:9]2[C:28]([NH:30][C:31]2[CH:43]=[CH:42][C:34]([C:35]([O:37][CH2:38][C:39]([OH:41])=[O:40])=[O:36])=[CH:33][C:32]=2[O:44][CH3:45])=[O:29])[CH:5]=[CH:6][CH:7]=1.CN(C(ON1N=NC2C=CC=NC1=2)=[N+](C)C)C.F[P-](F)(F)(F)(F)F.CCN(C(C)C)C(C)C.[CH3:80][O:81][CH2:82][CH2:83][O:84][CH2:85][CH2:86][O:87][CH2:88][CH2:89]O. Product: [CH3:80][O:81][CH2:82][CH2:83][O:84][CH2:85][CH2:86][O:87][CH2:88][CH2:89][O:40][C:39]([CH2:38][O:37][C:35](=[O:36])[C:34]1[CH:42]=[CH:43][C:31]([NH:30][C:28]([C@H:9]2[C@H:8]([C:4]3[CH:5]=[CH:6][CH:7]=[C:2]([Cl:1])[C:3]=3[F:46])[C@:12]([C:15]3[CH:20]=[CH:19][C:18]([Cl:21])=[CH:17][C:16]=3[F:22])([C:13]#[N:14])[C@H:11]([CH2:23][C:24]([CH3:26])([CH3:27])[CH3:25])[NH:10]2)=[O:29])=[C:32]([O:44][CH3:45])[CH:33]=1)=[O:41]. The catalyst class is: 7. (2) Reactant: [Br:1][C:2]1[C:11]([O:12][CH2:13][C:14]#[N:15])=[CH:10][CH:9]=[C:8]2[C:3]=1[CH:4]=[CH:5][C:6]([CH2:16][N:17]([CH2:33][CH2:34][CH2:35][CH3:36])[C:18]([C:20]1[C:24]3[CH:25]=[CH:26][CH:27]=[CH:28][C:23]=3[O:22][C:21]=1[CH2:29][CH2:30][CH2:31][CH3:32])=[O:19])=[CH:7]2.[N-:37]=[N+:38]=[N-:39].[Na+].[Cl-].[NH4+].[OH-].[Na+]. Product: [Br:1][C:2]1[C:11]([O:12][CH2:13][C:14]2[NH:39][N:38]=[N:37][N:15]=2)=[CH:10][CH:9]=[C:8]2[C:3]=1[CH:4]=[CH:5][C:6]([CH2:16][N:17]([CH2:33][CH2:34][CH2:35][CH3:36])[C:18]([C:20]1[C:24]3[CH:25]=[CH:26][CH:27]=[CH:28][C:23]=3[O:22][C:21]=1[CH2:29][CH2:30][CH2:31][CH3:32])=[O:19])=[CH:7]2. The catalyst class is: 18.